This data is from NCI-60 drug combinations with 297,098 pairs across 59 cell lines. The task is: Regression. Given two drug SMILES strings and cell line genomic features, predict the synergy score measuring deviation from expected non-interaction effect. Drug 1: COC1=C(C=C2C(=C1)N=CN=C2NC3=CC(=C(C=C3)F)Cl)OCCCN4CCOCC4. Cell line: EKVX. Synergy scores: CSS=27.9, Synergy_ZIP=-11.2, Synergy_Bliss=-3.96, Synergy_Loewe=-1.18, Synergy_HSA=-1.20. Drug 2: C#CCC(CC1=CN=C2C(=N1)C(=NC(=N2)N)N)C3=CC=C(C=C3)C(=O)NC(CCC(=O)O)C(=O)O.